This data is from NCI-60 drug combinations with 297,098 pairs across 59 cell lines. The task is: Regression. Given two drug SMILES strings and cell line genomic features, predict the synergy score measuring deviation from expected non-interaction effect. Cell line: NCI/ADR-RES. Drug 1: C1=CC(=C2C(=C1NCCNCCO)C(=O)C3=C(C=CC(=C3C2=O)O)O)NCCNCCO. Drug 2: CS(=O)(=O)OCCCCOS(=O)(=O)C. Synergy scores: CSS=8.83, Synergy_ZIP=-2.65, Synergy_Bliss=1.27, Synergy_Loewe=-1.72, Synergy_HSA=1.36.